From a dataset of Reaction yield outcomes from USPTO patents with 853,638 reactions. Predict the reaction yield, written as a fraction of the theoretical maximum amount of product (1.0 means a 100% yield; for example, 0.34 means a 34% yield). (1) The reactants are Br[C:2]1[CH:7]=[CH:6][C:5]([O:8][CH3:9])=[C:4]([CH3:10])[CH:3]=1.[Mg].II.[Br:14][C:15]1[CH:16]=[C:17]([C:22]([C:30]2[CH:35]=[CH:34][CH:33]=[CH:32][C:31]=2[C:36]#[N:37])=[N:23]S(C(C)(C)C)=O)[CH:18]=[CH:19][C:20]=1[F:21]. The catalyst is C(OCC)C.O1CCCC1. The product is [Br:14][C:15]1[CH:16]=[C:17]([C:22]2([C:2]3[CH:7]=[CH:6][C:5]([O:8][CH3:9])=[C:4]([CH3:10])[CH:3]=3)[C:30]3[C:31](=[CH:32][CH:33]=[CH:34][CH:35]=3)[C:36]([NH2:37])=[N:23]2)[CH:18]=[CH:19][C:20]=1[F:21]. The yield is 0.630. (2) The reactants are [S:1]([NH2:11])(=[O:10])([C:3]1[CH:8]=[CH:7][C:6]([NH2:9])=[CH:5][CH:4]=1)=[O:2].[N:12]([O-])=O.[Na+].Cl.[Sn](Cl)[Cl:18]. No catalyst specified. The product is [CH:7]1[C:6]([NH:9][NH2:12])=[CH:5][CH:4]=[C:3]([S:1]([NH2:11])(=[O:10])=[O:2])[CH:8]=1.[ClH:18]. The yield is 0.550. (3) The product is [CH2:1]([O:5][CH:6]([OH:13])[CH2:7][CH2:8][CH3:9])[CH:2]1[O:4][CH2:3]1. The reactants are [CH2:1]([O:5][CH2:6][CH2:7][CH2:8][CH2:9]OC=C)[CH:2]1[O:4][CH2:3]1.[OH2:13]. The yield is 0.990. No catalyst specified. (4) The reactants are [CH:1](=[O:5])/[CH:2]=[CH:3]/[CH3:4].[BrH:6].[CH2:7](O)[CH2:8][CH2:9][OH:10]. No catalyst specified. The product is [Br:6][CH:3]([CH3:4])[CH2:2][CH:1]1[O:10][CH2:9][CH2:8][CH2:7][O:5]1. The yield is 0.0140. (5) The reactants are [C:1]([O:5][C@@H:6]([C:12]1[C:13]([CH3:34])=[N:14][C:15]2[N:16]([N:26]=[C:27]([C:29]([O:31]CC)=[O:30])[CH:28]=2)[C:17]=1[N:18]1[CH2:23][CH2:22][C:21]([CH3:25])([CH3:24])[CH2:20][CH2:19]1)[C:7]([O:9][CH2:10][CH3:11])=[O:8])([CH3:4])([CH3:3])[CH3:2].[OH-].[Na+]. The catalyst is CCO. The product is [C:1]([O:5][C@@H:6]([C:12]1[C:13]([CH3:34])=[N:14][C:15]2[N:16]([N:26]=[C:27]([C:29]([OH:31])=[O:30])[CH:28]=2)[C:17]=1[N:18]1[CH2:23][CH2:22][C:21]([CH3:25])([CH3:24])[CH2:20][CH2:19]1)[C:7]([O:9][CH2:10][CH3:11])=[O:8])([CH3:2])([CH3:3])[CH3:4]. The yield is 0.870. (6) The reactants are [CH3:1][O:2][C:3]1[CH:22]=[CH:21][C:6]([C:7]([C:9]2[CH:10]=[CH:11][C:12]([S:19][CH3:20])=[C:13]([S:15]([NH2:18])(=[O:17])=[O:16])[CH:14]=2)=[O:8])=[CH:5][CH:4]=1.ClC1C=C(C=CC=1)C(OO)=[O:28]. The catalyst is C(Cl)Cl. The product is [CH3:20][S:19]([C:12]1[CH:11]=[CH:10][C:9]([C:7](=[O:8])[C:6]2[CH:5]=[CH:4][C:3]([O:2][CH3:1])=[CH:22][CH:21]=2)=[CH:14][C:13]=1[S:15]([NH2:18])(=[O:17])=[O:16])=[O:28]. The yield is 0.350. (7) The reactants are [F:1][C:2]1[CH:7]=[CH:6][C:5]([CH2:8][C:9]2[CH:18]=[C:17]3[C:12]([C:13]([OH:26])=[C:14]([C:21](OCC)=[O:22])[C:15](=[O:20])[N:16]3[CH3:19])=[N:11][CH:10]=2)=[CH:4][CH:3]=1.[NH2:27][CH2:28][C:29]1([OH:35])[CH2:34][CH2:33][CH2:32][CH2:31][CH2:30]1.C(N(CC)CC)C. No catalyst specified. The product is [F:1][C:2]1[CH:7]=[CH:6][C:5]([CH2:8][C:9]2[CH:18]=[C:17]3[C:12]([C:13]([OH:26])=[C:14]([C:21]([NH:27][CH2:28][C:29]4([OH:35])[CH2:34][CH2:33][CH2:32][CH2:31][CH2:30]4)=[O:22])[C:15](=[O:20])[N:16]3[CH3:19])=[N:11][CH:10]=2)=[CH:4][CH:3]=1. The yield is 0.180. (8) The reactants are [C:1]([C:3]1[S:4][CH:5]=[C:6]([CH2:8][C:9]([O:11][CH2:12]C)=[O:10])[N:7]=1)#[N:2].C[O-].[Na+].[Cl-:17].[NH4+:18]. The catalyst is CO. The product is [ClH:17].[C:1]([C:3]1[S:4][CH:5]=[C:6]([CH2:8][C:9]([O:11][CH3:12])=[O:10])[N:7]=1)(=[NH:2])[NH2:18]. The yield is 0.630.